Dataset: Catalyst prediction with 721,799 reactions and 888 catalyst types from USPTO. Task: Predict which catalyst facilitates the given reaction. Reactant: [F:1][C:2]1[CH:3]=[C:4]([C@@H:13]([C:29]2[C:34]([F:35])=[CH:33][CH:32]=[CH:31][N:30]=2)[NH:14][C:15](=[O:28])[NH:16][C:17]2[CH:27]=[CH:26][C:20]([C:21]([O:23]CC)=[O:22])=[CH:19][CH:18]=2)[CH:5]=[CH:6][C:7]=1[O:8][C:9]([F:12])([F:11])[F:10].[Li+].[OH-].Cl. Product: [F:1][C:2]1[CH:3]=[C:4]([C@@H:13]([C:29]2[C:34]([F:35])=[CH:33][CH:32]=[CH:31][N:30]=2)[NH:14][C:15](=[O:28])[NH:16][C:17]2[CH:27]=[CH:26][C:20]([C:21]([OH:23])=[O:22])=[CH:19][CH:18]=2)[CH:5]=[CH:6][C:7]=1[O:8][C:9]([F:10])([F:11])[F:12]. The catalyst class is: 36.